From a dataset of Catalyst prediction with 721,799 reactions and 888 catalyst types from USPTO. Predict which catalyst facilitates the given reaction. (1) Reactant: [O-]CC.[Na+].C(OP([CH2:13][C:14]([O:16]CC)=[O:15])(OCC)=O)C.[CH3:19][C:20]([CH3:24])([CH3:23])[CH:21]=O.[OH-].[Na+].Cl. Product: [CH3:19][C:20]([CH3:24])([CH3:23])[CH:21]=[CH:13][C:14]([OH:16])=[O:15]. The catalyst class is: 199. (2) Reactant: [CH3:1][S:2](Cl)(=[O:4])=[O:3].[CH3:6][N:7]1[C:11]([C:12]2[CH:17]=[CH:16][N:15]=[C:14]([NH:18][C:19]3[CH:24]=[CH:23][C:22]([NH2:25])=[CH:21][CH:20]=3)[N:13]=2)=[CH:10][N:9]=[C:8]1[CH3:26].N1C=CC=CC=1. Product: [CH3:6][N:7]1[C:11]([C:12]2[CH:17]=[CH:16][N:15]=[C:14]([NH:18][C:19]3[CH:24]=[CH:23][C:22]([NH:25][S:2]([CH3:1])(=[O:4])=[O:3])=[CH:21][CH:20]=3)[N:13]=2)=[CH:10][N:9]=[C:8]1[CH3:26]. The catalyst class is: 2. (3) Reactant: C(=O)([O-])O.[Na+].[CH:6]1([CH2:9][O:10][C:11]2[CH:16]=[CH:15][C:14]([N:17]3[C:22](=[O:23])[C:21]4[NH:24][CH:25]=[CH:26][C:20]=4[NH:19][C:18]3=[S:27])=[CH:13][CH:12]=2)[CH2:8][CH2:7]1.Br[CH2:29][CH2:30][O:31][CH2:32][CH2:33][O:34][CH2:35][CH3:36].[I-].[Na+]. Product: [CH:6]1([CH2:9][O:10][C:11]2[CH:12]=[CH:13][C:14]([N:17]3[C:22](=[O:23])[C:21]4[NH:24][CH:25]=[CH:26][C:20]=4[N:19]=[C:18]3[S:27][CH2:29][CH2:30][O:31][CH2:32][CH2:33][O:34][CH2:35][CH3:36])=[CH:15][CH:16]=2)[CH2:7][CH2:8]1. The catalyst class is: 434. (4) Reactant: [Si:1]([O:8][CH:9]([CH2:27][O:28][Si](C(C)(C)C)(C)C)[CH:10]([NH:19][C:20](=[O:26])[O:21][C:22]([CH3:25])([CH3:24])[CH3:23])[C@H:11]([F:18])[C:12]1[CH:17]=[CH:16][CH:15]=[CH:14][CH:13]=1)([C:4]([CH3:7])([CH3:6])[CH3:5])([CH3:3])[CH3:2].C1COCC1. Product: [Si:1]([O:8][CH:9]([CH2:27][OH:28])[CH:10]([NH:19][C:20](=[O:26])[O:21][C:22]([CH3:25])([CH3:24])[CH3:23])[C@H:11]([F:18])[C:12]1[CH:17]=[CH:16][CH:15]=[CH:14][CH:13]=1)([C:4]([CH3:7])([CH3:6])[CH3:5])([CH3:3])[CH3:2]. The catalyst class is: 17. (5) Reactant: [Br:1][C:2]1[CH:3]=[C:4]([C:8]2[C:9]3[N:10]([C:25]([CH2:28][CH3:29])=[CH:26][CH:27]=3)[N:11]=[C:12]([CH2:23][OH:24])[C:13]=2[CH2:14][CH2:15][CH2:16][CH2:17][C:18]([O:20][CH2:21][CH3:22])=[O:19])[CH:5]=[N:6][CH:7]=1.C(N(CC)CC)C.[CH3:37][S:38](Cl)(=[O:40])=[O:39]. Product: [Br:1][C:2]1[CH:3]=[C:4]([C:8]2[C:9]3[N:10]([C:25]([CH2:28][CH3:29])=[CH:26][CH:27]=3)[N:11]=[C:12]([CH2:23][O:24][S:38]([CH3:37])(=[O:40])=[O:39])[C:13]=2[CH2:14][CH2:15][CH2:16][CH2:17][C:18]([O:20][CH2:21][CH3:22])=[O:19])[CH:5]=[N:6][CH:7]=1. The catalyst class is: 4. (6) Reactant: [Cl:1][C:2]1[CH:3]=[C:4]2[C:8](=[CH:9][C:10]=1[Cl:11])[NH:7][CH:6]=[C:5]2[CH2:12][C:13]([OH:15])=O.[N:16]1([CH:22]2[CH2:25][N:24]([C:26](=[O:29])[CH:27]=[CH2:28])[CH2:23]2)[CH2:21][CH2:20][NH:19][CH2:18][CH2:17]1.CCN=C=NCCCN(C)C.Cl.C1C=CC2N(O)N=NC=2C=1.CCN(CC)CC. Product: [Cl:1][C:2]1[CH:3]=[C:4]2[C:8](=[CH:9][C:10]=1[Cl:11])[NH:7][CH:6]=[C:5]2[CH2:12][C:13]([N:19]1[CH2:20][CH2:21][N:16]([CH:22]2[CH2:25][N:24]([C:26](=[O:29])[CH:27]=[CH2:28])[CH2:23]2)[CH2:17][CH2:18]1)=[O:15]. The catalyst class is: 3. (7) Reactant: [NH2:1][C:2]1[CH:9]=[C:8]([O:10][CH3:11])[C:7]([Br:12])=[CH:6][C:3]=1[CH:4]=[O:5].N1C=CC=CC=1.[C:19](Cl)(=[O:21])[CH3:20].CCOC(C)=O.CCCCCCC. Product: [Br:12][C:7]1[C:8]([O:10][CH3:11])=[CH:9][C:2]([NH:1][C:19](=[O:21])[CH3:20])=[C:3]([CH:4]=[O:5])[CH:6]=1. The catalyst class is: 2.